Dataset: Forward reaction prediction with 1.9M reactions from USPTO patents (1976-2016). Task: Predict the product of the given reaction. (1) Given the reactants [N+:1]([C:4]1[CH:9]=[CH:8][C:7]([S:10][CH:11]2[CH2:16][CH2:15][N:14](C(OC(C)(C)C)=O)[CH2:13][CH2:12]2)=[CH:6][CH:5]=1)([O-:3])=[O:2].[ClH:24].CCOCC, predict the reaction product. The product is: [Cl-:24].[N+:1]([C:4]1[CH:5]=[CH:6][C:7]([S:10][CH:11]2[CH2:16][CH2:15][NH2+:14][CH2:13][CH2:12]2)=[CH:8][CH:9]=1)([O-:3])=[O:2]. (2) The product is: [CH3:1][C@@H:2]([OH:71])[C@@H:3]1[NH:27][C:25](=[O:26])[C@H:24]([CH2:28][CH2:29][CH2:30][CH2:31][NH2:32])[NH:23][C:21](=[O:22])[C@@H:20]([CH2:33][C:34]2[C:38]3[CH:39]=[CH:40][CH:41]=[CH:42][C:37]=3[NH:36][CH:35]=2)[NH:19][C:17](=[O:18])[C@H:16]([CH2:43][C:44]2[CH:49]=[CH:48][CH:47]=[CH:46][CH:45]=2)[NH:15][C:13](=[O:14])[C@@H:12]([NH:50][C:51]([C@H:53]([NH2:61])[CH2:54][C:55]2[CH:60]=[CH:59][CH:58]=[CH:57][CH:56]=2)=[O:52])[CH2:11][S:10][S:9][CH2:8][C@@H:7]([C:62]([NH:64][C@@H:65]([C@H:68]([OH:70])[CH3:69])[CH2:66][OH:67])=[O:63])[NH:6][C:4]1=[O:5]. Given the reactants [CH3:1][C@@H:2]([OH:71])[C@@H:3]1[NH:27][C:25](=[O:26])[C@H:24]([CH2:28][CH2:29][CH2:30][CH2:31][NH2:32])[NH:23][C:21](=[O:22])[C@@H:20]([CH2:33][C:34]2[C:38]3[CH:39]=[CH:40][CH:41]=[CH:42][C:37]=3[NH:36][CH:35]=2)[NH:19][C:17](=[O:18])[C@H:16]([CH2:43][C:44]2[CH:45]=[CH:46][CH:47]=[CH:48][CH:49]=2)[NH:15][C:13](=[O:14])[C@@H:12]([NH:50][C:51]([C@H:53]([NH2:61])[CH2:54][C:55]2[CH:56]=[CH:57][CH:58]=[CH:59][CH:60]=2)=[O:52])[CH2:11][S:10][S:9][CH2:8][C@@H:7]([C:62]([NH:64][C@@H:65]([C@H:68]([OH:70])[CH3:69])[CH2:66][OH:67])=[O:63])[NH:6][C:4]1=[O:5].Cl.Cl.[Na+].[Cl-], predict the reaction product. (3) The product is: [CH2:15]([O:17][C:18]([C:20]1([CH2:34][O:14][C:11]2[CH:12]=[CH:13][C:8]([C:5]3[N:4]=[CH:3][C:2]([Cl:1])=[CH:7][N:6]=3)=[CH:9][CH:10]=2)[CH2:24][CH2:23][N:22]([C:25](=[O:33])[C:26]2[CH:27]=[CH:28][C:29]([Cl:32])=[CH:30][CH:31]=2)[CH2:21]1)=[O:19])[CH3:16]. Given the reactants [Cl:1][C:2]1[CH:3]=[N:4][C:5]([C:8]2[CH:13]=[CH:12][C:11]([OH:14])=[CH:10][CH:9]=2)=[N:6][CH:7]=1.[CH2:15]([O:17][C:18]([C:20]1([CH2:34]I)[CH2:24][CH2:23][N:22]([C:25](=[O:33])[C:26]2[CH:31]=[CH:30][C:29]([Cl:32])=[CH:28][CH:27]=2)[CH2:21]1)=[O:19])[CH3:16], predict the reaction product. (4) The product is: [CH2:30]([O:32][CH2:2][C:3]1[N:7]([CH:8]2[C:17]3[C:12](=[CH:13][CH:14]=[CH:15][CH:16]=3)[C:11](=[O:18])[O:10][C:9]2([CH3:20])[CH3:19])[CH:6]=[N:5][CH:4]=1)[CH3:31]. Given the reactants Cl[CH2:2][C:3]1[N:7]([CH:8]2[C:17]3[C:12](=[CH:13][CH:14]=[CH:15][CH:16]=3)[C:11](=[O:18])[O:10][C:9]2([CH3:20])[CH3:19])[CH:6]=[N:5][CH:4]=1.C(N(C(C)C)CC)(C)C.[CH2:30]([OH:32])[CH3:31], predict the reaction product.